Predict the reactants needed to synthesize the given product. From a dataset of Full USPTO retrosynthesis dataset with 1.9M reactions from patents (1976-2016). (1) Given the product [Cl:21][C:19]1[CH:18]=[C:17]([S:22]([N:3]2[CH2:2][CH2:1][CH:4]2[C:5]([OH:7])=[O:6])(=[O:23])=[O:24])[CH:16]=[C:15]([Cl:14])[CH:20]=1, predict the reactants needed to synthesize it. The reactants are: [CH2:1]1[C@@H:4]([C:5]([OH:7])=[O:6])[NH:3][CH2:2]1.C([O-])([O-])=O.[Na+].[Na+].[Cl:14][C:15]1[CH:16]=[C:17]([S:22](Cl)(=[O:24])=[O:23])[CH:18]=[C:19]([Cl:21])[CH:20]=1. (2) Given the product [N+:13]([C:8]1[CH:9]=[CH:10][C:11]2[CH2:12][CH2:1][CH2:2][CH2:3][C:4](=[O:5])[C:6]=2[CH:7]=1)([O-:15])=[O:14], predict the reactants needed to synthesize it. The reactants are: [CH2:1]1[CH2:12][C:11]2[C:6](=[CH:7][CH:8]=[CH:9][CH:10]=2)[C:4](=[O:5])[CH2:3][CH2:2]1.[N+:13]([O-])([OH:15])=[O:14]. (3) Given the product [N:31]1([CH2:30][C:27]2[CH:28]=[CH:29][C:24]([C:22]3[CH:21]=[N:20][C:15]4[NH:16][C:17]5[CH:18]=[N:19][C:11]([CH2:9][OH:8])=[CH:12][C:13]=5[C:14]=4[CH:23]=3)=[CH:25][CH:26]=2)[CH2:36][CH2:35][CH2:34][CH2:33][CH2:32]1, predict the reactants needed to synthesize it. The reactants are: [H-].[Al+3].[Li+].[H-].[H-].[H-].C[O:8][C:9]([C:11]1[N:19]=[CH:18][C:17]2[NH:16][C:15]3[N:20]=[CH:21][C:22]([C:24]4[CH:29]=[CH:28][C:27]([CH2:30][N:31]5[CH2:36][CH2:35][CH2:34][CH2:33][CH2:32]5)=[CH:26][CH:25]=4)=[CH:23][C:14]=3[C:13]=2[CH:12]=1)=O.[Cl-].[NH4+].[C@H](O)(C([O-])=O)[C@@H](O)C([O-])=O.[Na+].[K+]. (4) Given the product [OH:1][C:2]1[CH:9]=[C:8]([O:10][CH2:42][CH2:41][C:39]2[N:40]=[C:36]([C:30]3[CH:35]=[CH:34][CH:33]=[CH:32][CH:31]=3)[O:37][C:38]=2[CH3:44])[CH:7]=[CH:6][C:3]=1[CH:4]=[O:5], predict the reactants needed to synthesize it. The reactants are: [OH:1][C:2]1[CH:9]=[C:8]([OH:10])[CH:7]=[CH:6][C:3]=1[CH:4]=[O:5].C1(P(C2C=CC=CC=2)C2C=CC=CC=2)C=CC=CC=1.[C:30]1([C:36]2[O:37][C:38]([CH3:44])=[C:39]([CH2:41][CH2:42]O)[N:40]=2)[CH:35]=[CH:34][CH:33]=[CH:32][CH:31]=1.N(C(OC(C)(C)C)=O)=NC(OC(C)(C)C)=O. (5) Given the product [CH3:1][O:2][C:3]([C:5]1[N:6]([CH3:26])[N:7]=[C:8]([O:10][CH2:11][C:12]2[C:13]([C:19]3[CH:20]=[CH:21][C:22]([Cl:25])=[CH:23][CH:24]=3)=[N:14][O:15][C:16]=2[CH2:17][OH:18])[CH:9]=1)=[O:4], predict the reactants needed to synthesize it. The reactants are: [CH3:1][O:2][C:3]([C:5]1[N:6]([CH3:26])[N:7]=[C:8]([O:10][CH2:11][C:12]2[C:13]([C:19]3[CH:24]=[CH:23][C:22]([Cl:25])=[CH:21][CH:20]=3)=[N:14][O:15][C:16]=2[CH:17]=[O:18])[CH:9]=1)=[O:4].COC(C1N(C)N=C(OCC2C(C3C=CC(F)=CC=3)=NOC=2C=O)C=1)=O. (6) Given the product [CH2:14]([C:5]([C:18]([O:20][CH2:21][CH3:22])=[O:19])([CH2:1][CH2:2][CH2:3][CH3:4])[NH2:6])[CH2:15][CH2:16][CH3:17], predict the reactants needed to synthesize it. The reactants are: [CH2:1]([C:5]([C:18]([O:20][CH2:21][CH3:22])=[O:19])([CH2:14][CH2:15][CH2:16][CH3:17])[N:6]=CC1C=CC=CC=1)[CH2:2][CH2:3][CH3:4].Cl.